This data is from Forward reaction prediction with 1.9M reactions from USPTO patents (1976-2016). The task is: Predict the product of the given reaction. Given the reactants [Br:1][C:2]1[CH:7]=[CH:6][C:5](F)=[C:4]([N+:9]([O-:11])=[O:10])[CH:3]=1.[CH:12]([NH2:15])([CH3:14])[CH3:13].CO, predict the reaction product. The product is: [Br:1][C:2]1[CH:7]=[CH:6][C:5]([NH:15][CH:12]([CH3:14])[CH3:13])=[C:4]([N+:9]([O-:11])=[O:10])[CH:3]=1.